Dataset: Reaction yield outcomes from USPTO patents with 853,638 reactions. Task: Predict the reaction yield, written as a fraction of the theoretical maximum amount of product (1.0 means a 100% yield; for example, 0.34 means a 34% yield). The reactants are [F:1][CH:2]([F:20])[O:3][C:4]1[CH:15]=[C:14]([O:16][CH:17]([CH3:19])[CH3:18])[CH:13]=[CH:12][C:5]=1[C:6]([O:8]C(C)C)=[O:7].[OH-].[Na+]. The catalyst is CO.CCOC(C)=O. The product is [F:1][CH:2]([F:20])[O:3][C:4]1[CH:15]=[C:14]([O:16][CH:17]([CH3:18])[CH3:19])[CH:13]=[CH:12][C:5]=1[C:6]([OH:8])=[O:7]. The yield is 0.210.